Dataset: Reaction yield outcomes from USPTO patents with 853,638 reactions. Task: Predict the reaction yield, written as a fraction of the theoretical maximum amount of product (1.0 means a 100% yield; for example, 0.34 means a 34% yield). (1) The reactants are [F:1][C:2]1([CH2:34][F:35])[CH2:6][N:5](C(OC(C)(C)C)=O)[C@H:4]([C:14](=[O:33])[NH:15][CH2:16][C:17]2[CH:22]=[C:21]([C:23]3[CH:24]=[N:25][C:26]([C:29]([F:32])([F:31])[F:30])=[CH:27][CH:28]=3)[N:20]=[CH:19][N:18]=2)[CH2:3]1.[ClH:36]. The catalyst is O1CCOCC1. The product is [ClH:36].[F:1][C:2]1([CH2:34][F:35])[CH2:6][NH:5][C@H:4]([C:14]([NH:15][CH2:16][C:17]2[CH:22]=[C:21]([C:23]3[CH:24]=[N:25][C:26]([C:29]([F:30])([F:31])[F:32])=[CH:27][CH:28]=3)[N:20]=[CH:19][N:18]=2)=[O:33])[CH2:3]1. The yield is 0.840. (2) The reactants are [C:1]([O-:4])([O-])=[O:2].[Na+].[Na+].C[C:8]1[CH:13]=[CH:12][N:11]=[C:10]2[NH:14][CH:15]=[N:16][C:9]=12.[O-][Mn](=O)(=O)=O.[K+]. The catalyst is O. The product is [N:16]1[C:9]2[C:10](=[N:11][CH:12]=[CH:13][C:8]=2[C:1]([OH:4])=[O:2])[NH:14][CH:15]=1. The yield is 0.400. (3) The reactants are S(Cl)(Cl)=O.[OH:5][C:6]1[C:7]([C:16]([OH:18])=O)=[CH:8][C:9]2[C:14]([CH:15]=1)=[CH:13][CH:12]=[CH:11][CH:10]=2.Cl.CO[NH:22][CH3:23].[OH-:24].[Na+].Cl.Cl[CH2:28]Cl. The product is [CH3:28][O:24][CH2:23][NH:22][C:16]([C:7]1[C:6]([OH:5])=[CH:15][C:14]2[C:9](=[CH:10][CH:11]=[CH:12][CH:13]=2)[CH:8]=1)=[O:18]. The yield is 0.110. No catalyst specified. (4) The reactants are [OH:1][C:2]1[CH:9]=[C:8]([O:10][CH3:11])[CH:7]=[CH:6][C:3]=1[CH:4]=O.C([O-])(=O)C.[Na+].[N+:17](CC)([O-])=O. The catalyst is C(O)(=O)C. The product is [OH:1][C:2]1[CH:9]=[C:8]([O:10][CH3:11])[CH:7]=[CH:6][C:3]=1[C:4]#[N:17]. The yield is 0.650. (5) The reactants are [F:1][C:2]1[CH:7]=[C:6]([O:8]C)[CH:5]=[CH:4][C:3]=1[C:10]1[CH:14]=[C:13]([NH:15][C:16]([NH:30][C:31]2[CH:36]=[CH:35][CH:34]=[CH:33][C:32]=2[F:37])=[N:17][C:18]([C:20]2[C:21]([C:26]([F:29])([F:28])[F:27])=[N:22][N:23]([CH3:25])[CH:24]=2)=[O:19])[NH:12][N:11]=1.B(Br)(Br)Br. The catalyst is ClCCl. The product is [F:1][C:2]1[CH:7]=[C:6]([OH:8])[CH:5]=[CH:4][C:3]=1[C:10]1[CH:14]=[C:13]([NH:15][C:16]([NH:30][C:31]2[CH:36]=[CH:35][CH:34]=[CH:33][C:32]=2[F:37])=[N:17][C:18]([C:20]2[C:21]([C:26]([F:29])([F:27])[F:28])=[N:22][N:23]([CH3:25])[CH:24]=2)=[O:19])[NH:12][N:11]=1. The yield is 0.320. (6) The product is [Cl:1][C:2]1[CH:11]=[C:10]2[C:5]([CH:6]=[C:7]([C:25]3[NH:26][C:34](=[O:35])[NH:28][N:27]=3)[N:8]=[C:9]2[O:12][C@H:13]2[CH2:17][CH2:16][N:15]([C:18]([O:20][C:21]([CH3:24])([CH3:22])[CH3:23])=[O:19])[CH2:14]2)=[CH:4][CH:3]=1. The catalyst is O1CCOCC1. The reactants are [Cl:1][C:2]1[CH:11]=[C:10]2[C:5]([CH:6]=[C:7]([C:25]([NH:27][NH2:28])=[NH:26])[N:8]=[C:9]2[O:12][C@H:13]2[CH2:17][CH2:16][N:15]([C:18]([O:20][C:21]([CH3:24])([CH3:23])[CH3:22])=[O:19])[CH2:14]2)=[CH:4][CH:3]=1.C1N=CN([C:34](N2C=NC=C2)=[O:35])C=1. The yield is 0.570. (7) The reactants are [Cl:1][C:2]1[CH:3]=[CH:4][C:5]([S:21][S:21][C:5]2[CH:4]=[CH:3][C:2]([Cl:1])=[CH:7][C:6]=2[NH:8][S:9]([C:12]2[O:13][C:14]3[CH:20]=[CH:19][CH:18]=[CH:17][C:15]=3[CH:16]=2)(=[O:11])=[O:10])=[C:6]([NH:8][S:9]([C:12]2[O:13][C:14]3[CH:20]=[CH:19][CH:18]=[CH:17][C:15]=3[CH:16]=2)(=[O:11])=[O:10])[CH:7]=1.Br[CH2:44][C:45]1[CH:49]=[CH:48][N:47]([C:50]([O:52][C:53]([CH3:56])([CH3:55])[CH3:54])=[O:51])[N:46]=1. No catalyst specified. The product is [O:13]1[C:14]2[CH:20]=[CH:19][CH:18]=[CH:17][C:15]=2[CH:16]=[C:12]1[S:9]([NH:8][C:6]1[CH:7]=[C:2]([Cl:1])[CH:3]=[CH:4][C:5]=1[S:21][CH2:44][C:45]1[CH:49]=[CH:48][N:47]([C:50]([O:52][C:53]([CH3:56])([CH3:55])[CH3:54])=[O:51])[N:46]=1)(=[O:11])=[O:10]. The yield is 0.360.